The task is: Predict which catalyst facilitates the given reaction.. This data is from Catalyst prediction with 721,799 reactions and 888 catalyst types from USPTO. (1) Reactant: [F:1][C:2]([F:30])([F:29])[C:3]1[CH:28]=[CH:27][CH:26]=[CH:25][C:4]=1[C:5]([N:7]1[CH2:12][CH2:11][N:10]([C:13]2[N:18]=[N:17][C:16]([N:19]3[CH2:23][CH2:22][NH:21][C:20]3=[O:24])=[CH:15][CH:14]=2)[CH2:9][CH2:8]1)=[O:6].[H-].[Na+].I[CH2:34][CH2:35][CH:36]([CH3:38])[CH3:37].O. Product: [CH3:37][CH:36]([CH3:38])[CH2:35][CH2:34][N:21]1[CH2:22][CH2:23][N:19]([C:16]2[N:17]=[N:18][C:13]([N:10]3[CH2:9][CH2:8][N:7]([C:5](=[O:6])[C:4]4[CH:25]=[CH:26][CH:27]=[CH:28][C:3]=4[C:2]([F:1])([F:29])[F:30])[CH2:12][CH2:11]3)=[CH:14][CH:15]=2)[C:20]1=[O:24]. The catalyst class is: 3. (2) Reactant: [O:1]1[C:5]2([CH2:10][CH2:9][CH:8]([OH:11])[CH2:7][CH2:6]2)[O:4][CH2:3][CH2:2]1.Cl[C:13]1[CH:14]=[C:15]([CH:23]=[C:24]([C:26]([F:29])([F:28])[F:27])[N:25]=1)[C:16]([O:18]C(C)(C)C)=[O:17].[H-].[Na+]. Product: [O:1]1[C:5]2([CH2:10][CH2:9][CH:8]([O:11][C:13]3[CH:14]=[C:15]([CH:23]=[C:24]([C:26]([F:29])([F:27])[F:28])[N:25]=3)[C:16]([OH:18])=[O:17])[CH2:7][CH2:6]2)[O:4][CH2:3][CH2:2]1. The catalyst class is: 7.